Dataset: Catalyst prediction with 721,799 reactions and 888 catalyst types from USPTO. Task: Predict which catalyst facilitates the given reaction. (1) Reactant: [NH2:1][C@@H:2]([CH2:6][O:7][Si:8]([C:11]([CH3:14])([CH3:13])[CH3:12])([CH3:10])[CH3:9])[CH2:3][CH2:4][OH:5].FC(F)(F)C(O)=O.C(N(CC)CC)C.O=[CH:30][CH2:31][C:32]1[CH:43]=[CH:42][C:35]([C:36]([O:38][CH:39]([CH3:41])[CH3:40])=[O:37])=[CH:34][CH:33]=1.C([BH3-])#N.[Na+]. Product: [Si:8]([O:7][CH2:6][C@H:2]([NH:1][CH2:30][CH2:31][C:32]1[CH:43]=[CH:42][C:35]([C:36]([O:38][CH:39]([CH3:40])[CH3:41])=[O:37])=[CH:34][CH:33]=1)[CH2:3][CH2:4][OH:5])([C:11]([CH3:14])([CH3:13])[CH3:12])([CH3:10])[CH3:9]. The catalyst class is: 259. (2) Reactant: ClN1CC(=[O:7])CC1=O.[N:9]1[CH:14]=[C:13](C=O)[CH:12]=[N:11]C=1.[C:17]([C:25]1[CH:30]=[CH:29][C:28]([NH:31][C:32](=[O:35])[CH:33]=[CH2:34])=[CH:27][CH:26]=1)(=[O:24])[C:18]1[CH:23]=[CH:22][CH:21]=[CH:20][CH:19]=1.C(N(CC)CC)C.C[N:44]([CH:46]=O)[CH3:45]. Product: [C:17]([C:25]1[CH:26]=[CH:27][C:28]([NH:31][C:32]([CH:33]2[O:7][N:11]=[C:12]([C:13]3[CH:45]=[N:44][CH:46]=[N:9][CH:14]=3)[CH2:34]2)=[O:35])=[CH:29][CH:30]=1)(=[O:24])[C:18]1[CH:19]=[CH:20][CH:21]=[CH:22][CH:23]=1. The catalyst class is: 17. (3) Reactant: [CH3:1][C:2]1[CH:7]=[CH:6][C:5]([C:8]2[N:13]=[C:12]([C:14]([O:16]C)=[O:15])[CH:11]=[C:10]([C:18]3[CH:23]=[CH:22][C:21]([CH3:24])=[CH:20][CH:19]=3)[N:9]=2)=[CH:4][CH:3]=1.[OH-].[Na+].Cl. Product: [CH3:1][C:2]1[CH:3]=[CH:4][C:5]([C:8]2[N:13]=[C:12]([C:14]([OH:16])=[O:15])[CH:11]=[C:10]([C:18]3[CH:23]=[CH:22][C:21]([CH3:24])=[CH:20][CH:19]=3)[N:9]=2)=[CH:6][CH:7]=1. The catalyst class is: 20. (4) Reactant: Cl.[Br:2][C:3]1[CH:4]=[CH:5][CH:6]=[C:7]2[C:12]=1[CH2:11][NH:10][CH2:9][C:8]2=[O:13].C(O)C.[CH3:17][C:18]([O:21][C:22](O[C:22]([O:21][C:18]([CH3:20])([CH3:19])[CH3:17])=[O:23])=[O:23])([CH3:20])[CH3:19].CCN(C(C)C)C(C)C. Product: [Br:2][C:3]1[CH:4]=[CH:5][CH:6]=[C:7]2[C:12]=1[CH2:11][N:10]([C:22]([O:21][C:18]([CH3:20])([CH3:19])[CH3:17])=[O:23])[CH2:9][C:8]2=[O:13]. The catalyst class is: 25. (5) Reactant: [C:1]([O:5][C:6](=[O:25])[CH2:7][NH:8][C:9](=[O:24])[NH:10][C@:11]1([C:20](OC)=[O:21])[C:19]2[C:14](=[CH:15][CH:16]=[CH:17][CH:18]=2)[CH2:13][CH2:12]1)([CH3:4])([CH3:3])[CH3:2].[Li+].[OH-]. Product: [O:24]=[C:9]1[NH:10][C@@:11]2([C:19]3[C:14](=[CH:15][CH:16]=[CH:17][CH:18]=3)[CH2:13][CH2:12]2)[C:20](=[O:21])[N:8]1[CH2:7][C:6]([O:5][C:1]([CH3:3])([CH3:4])[CH3:2])=[O:25]. The catalyst class is: 1. (6) Reactant: [CH3:1][O:2][P:3]([C:7]1[CH:8]=[C:9]([C:13]2[CH:18]=[CH:17][C:16]([C@@H:19]3[C@@H:22]([CH2:23][CH2:24][C@H:25]([O:33][Si:34]([C:37]([CH3:40])([CH3:39])[CH3:38])([CH3:36])[CH3:35])[C:26]4[CH:31]=[CH:30][C:29]([F:32])=[CH:28][CH:27]=4)[C:21](=[O:41])[N:20]3[C:42]3[CH:47]=[CH:46][CH:45]=[CH:44][CH:43]=3)=[C:15]([O:48][Si](C(C)(C)C)(C)C)[CH:14]=2)[CH:10]=[CH:11][CH:12]=1)(=[O:6])[O:4][CH3:5].[F-].[K+].C(OCC)(=O)C. Product: [CH3:1][O:2][P:3]([C:7]1[CH:8]=[C:9]([C:13]2[CH:18]=[CH:17][C:16]([C@@H:19]3[C@@H:22]([CH2:23][CH2:24][C@H:25]([O:33][Si:34]([C:37]([CH3:40])([CH3:39])[CH3:38])([CH3:36])[CH3:35])[C:26]4[CH:31]=[CH:30][C:29]([F:32])=[CH:28][CH:27]=4)[C:21](=[O:41])[N:20]3[C:42]3[CH:47]=[CH:46][CH:45]=[CH:44][CH:43]=3)=[C:15]([OH:48])[CH:14]=2)[CH:10]=[CH:11][CH:12]=1)(=[O:6])[O:4][CH3:5]. The catalyst class is: 5. (7) Reactant: [CH3:1][C:2]1[CH:7]=[C:6]([CH3:8])[CH:5]=[C:4]([N+:9]([O-:11])=[O:10])[C:3]=1[N:12]([CH2:16][CH2:17][CH3:18])C(=O)C.OS(O)(=O)=O. Product: [CH3:1][C:2]1[CH:7]=[C:6]([CH3:8])[CH:5]=[C:4]([N+:9]([O-:11])=[O:10])[C:3]=1[NH:12][CH2:16][CH2:17][CH3:18]. The catalyst class is: 6. (8) Reactant: [CH:1]1[C:6]([C:7]2[O:17][C:16]3[CH:15]=[C:14]([O:18][C@@H:19]4[O:24][C@H:23]([CH2:25][OH:26])[C@@H:22]([OH:27])[C@H:21]([OH:28])[C@H:20]4[O:29][C@@H:30]4[O:34][CH2:33][C@:32]([OH:37])([CH2:35][OH:36])[C@H:31]4[OH:38])[CH:13]=[C:12]([OH:39])[C:11]=3[C:9](=[O:10])[CH:8]=2)=[CH:5][CH:4]=[C:3]([OH:40])[CH:2]=1. Product: [CH2:33]1[O:34][C@@H:30]([O:29][C@H:20]2[C@H:19]([O:18][C:14]3[CH:15]=[C:16]4[O:17][C:7]([C:6]5[CH:1]=[CH:2][C:3]([OH:40])=[CH:4][CH:5]=5)=[CH:8][C:9](=[O:10])[C:11]4=[C:12]([OH:39])[CH:13]=3)[O:24][C@H:23]([CH2:25][OH:26])[C@@H:22]([OH:27])[C@@H:21]2[OH:28])[C@@H:31]([OH:38])[C@@:32]1([OH:37])[CH2:35][OH:36]. The catalyst class is: 24.